Dataset: Full USPTO retrosynthesis dataset with 1.9M reactions from patents (1976-2016). Task: Predict the reactants needed to synthesize the given product. (1) Given the product [OH:2][C:3]1[C:11]([OH:12])=[CH:10][CH:9]=[CH:8][C:4]=1[C:5]#[N:27], predict the reactants needed to synthesize it. The reactants are: C[O:2][C:3]1[C:11]([O:12]C)=[CH:10][CH:9]=[CH:8][C:4]=1[C:5](O)=O.S(Cl)(Cl)=O.N.C([NH2:27])(=O)C1C=CC=CC=1.O=P(Cl)(Cl)Cl.CN(C)C1C=CC=CC=1.[Cl-].[Al+3].[Cl-].[Cl-]. (2) Given the product [CH:3]1[CH:4]=[C:5]([N+:11]([O-:13])=[O:12])[C:6]2[C:10](=[N:9][O:8][N:7]=2)[C:2]=1[NH:18][C@@H:17]([C@H:19]([OH:20])[C@@H:21]([OH:22])[C@@H:23]([OH:24])[CH2:25][OH:26])[CH:16]=[O:15], predict the reactants needed to synthesize it. The reactants are: Cl[C:2]1[C:10]2[C:6](=[N:7][O:8][N:9]=2)[C:5]([N+:11]([O-:13])=[O:12])=[CH:4][CH:3]=1.Cl.[OH:15][CH:16]1[O:24][C@@H:23]([CH2:25][OH:26])[C@H:21]([OH:22])[C@@H:19]([OH:20])[C@@H:17]1[NH2:18]. (3) Given the product [CH2:1]([C:3]1[CH:4]=[CH:5][C:6]([CH:9]2[CH2:10][CH:11]([C:23]3[O:26][N:27]=[C:28]([CH2:29][C:30]4[CH:35]=[CH:34][C:33]([CH3:36])=[CH:32][CH:31]=4)[N:37]=3)[CH2:12][N:13]([C:15]([N:17]3[CH2:18][CH2:19][O:20][CH2:21][CH2:22]3)=[O:16])[CH2:14]2)=[CH:7][CH:8]=1)[CH3:2], predict the reactants needed to synthesize it. The reactants are: [CH2:1]([C:3]1[CH:8]=[CH:7][C:6]([CH:9]2[CH2:14][N:13]([C:15]([N:17]3[CH2:22][CH2:21][O:20][CH2:19][CH2:18]3)=[O:16])[CH2:12][CH:11]([C:23](O)=O)[CH2:10]2)=[CH:5][CH:4]=1)[CH3:2].[OH:26][NH:27][C:28](=[NH:37])[CH2:29][C:30]1[CH:35]=[CH:34][C:33]([CH3:36])=[CH:32][CH:31]=1. (4) Given the product [C:12]([C:9]1[CH:8]=[C:7]([S:16][C:17]([S:20][C:21]2[CH:22]=[C:23]([C:32]([CH3:35])([CH3:34])[CH3:33])[C:24]([O:31][CH2:63][CH2:62][CH2:61][C@@H:59]3[CH2:58][O:57][C:56]([CH3:65])([CH3:55])[O:60]3)=[C:25]([C:27]([CH3:30])([CH3:29])[CH3:28])[CH:26]=2)([CH3:18])[CH3:19])[CH:6]=[C:5]([C:2]([CH3:1])([CH3:3])[CH3:4])[C:10]=1[OH:11])([CH3:13])([CH3:14])[CH3:15], predict the reactants needed to synthesize it. The reactants are: [CH3:1][C:2]([C:5]1[CH:6]=[C:7]([S:16][C:17]([S:20][C:21]2[CH:26]=[C:25]([C:27]([CH3:30])([CH3:29])[CH3:28])[C:24]([OH:31])=[C:23]([C:32]([CH3:35])([CH3:34])[CH3:33])[CH:22]=2)([CH3:19])[CH3:18])[CH:8]=[C:9]([C:12]([CH3:15])([CH3:14])[CH3:13])[C:10]=1[OH:11])([CH3:4])[CH3:3].C1C=CC(P(C2C=CC=CC=2)C2C=CC=CC=2)=CC=1.[CH3:55][C:56]1([CH3:65])[O:60][C@@H:59]([CH2:61][CH2:62][CH2:63]O)[CH2:58][O:57]1.CCOC(/N=N/C(OCC)=O)=O. (5) Given the product [Si:1]([O:8][CH2:9][CH2:10][CH2:11][N:12]1[C:17](=[O:18])[C:16]2[C:19]([CH:24]([OH:29])[CH2:25][CH:26]([CH3:28])[CH3:27])=[C:20]([C:36]3[CH:37]=[CH:38][C:33]([Cl:32])=[CH:34][CH:35]=3)[N:21]=[CH:22][C:15]=2[N:14]([CH3:30])[C:13]1=[O:31])([C:4]([CH3:7])([CH3:5])[CH3:6])([CH3:3])[CH3:2], predict the reactants needed to synthesize it. The reactants are: [Si:1]([O:8][CH2:9][CH2:10][CH2:11][N:12]1[C:17](=[O:18])[C:16]2[C:19]([CH:24]([OH:29])[CH2:25][CH:26]([CH3:28])[CH3:27])=[C:20](Cl)[N:21]=[CH:22][C:15]=2[N:14]([CH3:30])[C:13]1=[O:31])([C:4]([CH3:7])([CH3:6])[CH3:5])([CH3:3])[CH3:2].[Cl:32][C:33]1[CH:38]=[CH:37][C:36](B(O)O)=[CH:35][CH:34]=1.C([O-])(O)=O.[Na+].[O-]P([O-])([O-])=O.[K+].[K+].[K+]. (6) Given the product [Cl:1][C:2]1[N:7]=[C:6]([N:22]2[CH2:21][CH2:20][C:19]3[N:16]=[CH:15][NH:14][C:18]=3[CH2:17]2)[C:5]([N:9]([CH3:11])[CH3:10])=[CH:4][N:3]=1, predict the reactants needed to synthesize it. The reactants are: [Cl:1][C:2]1[N:7]=[C:6](Cl)[C:5]([N:9]([CH3:11])[CH3:10])=[CH:4][N:3]=1.Cl.Cl.[NH:14]1[C:18]2[CH2:19][CH2:20][CH2:21][NH:22][C:17]=2[N:16]=[CH:15]1.C(=O)([O-])[O-].[K+].[K+]. (7) The reactants are: C(OC(=O)[NH:7][C@H:8]([CH2:27][C:28]1[CH:33]=[CH:32][C:31]([O:34][CH3:35])=[CH:30][CH:29]=1)[C:9](=[O:26])[N:10]1[CH2:13][C:12]([CH2:21][CH2:22][CH2:23][CH2:24][CH3:25])([C:14]2[CH:19]=[CH:18][C:17]([F:20])=[CH:16][CH:15]=2)[CH2:11]1)(C)(C)C.FC(F)(F)C(O)=O. Given the product [NH2:7][C@H:8]([CH2:27][C:28]1[CH:29]=[CH:30][C:31]([O:34][CH3:35])=[CH:32][CH:33]=1)[C:9]([N:10]1[CH2:11][C:12]([CH2:21][CH2:22][CH2:23][CH2:24][CH3:25])([C:14]2[CH:19]=[CH:18][C:17]([F:20])=[CH:16][CH:15]=2)[CH2:13]1)=[O:26], predict the reactants needed to synthesize it.